Dataset: Full USPTO retrosynthesis dataset with 1.9M reactions from patents (1976-2016). Task: Predict the reactants needed to synthesize the given product. Given the product [Br:1][C:2]1[CH:7]=[C:6]([O:8][CH3:9])[C:5]([O:10][CH2:11][CH3:12])=[N:4][CH:3]=1, predict the reactants needed to synthesize it. The reactants are: [Br:1][C:2]1[CH:3]=[N:4][CH:5]=[C:6]([O:8][CH3:9])[CH:7]=1.[O-:10][CH2:11][CH3:12].[Na+].C(O)C.